This data is from Retrosynthesis with 50K atom-mapped reactions and 10 reaction types from USPTO. The task is: Predict the reactants needed to synthesize the given product. (1) Given the product N#Cc1cnc2cc3ccccc3cc2c1Nc1ccc(F)c(Cl)c1, predict the reactants needed to synthesize it. The reactants are: N#Cc1cnc2cc3ccccc3cc2c1Cl.Nc1ccc(F)c(Cl)c1. (2) Given the product CC(C)=C1C(=O)Nc2ccc(-c3nnc(NC[C@@H](N)Cc4ccc(C(F)(F)F)cc4)s3)cc21, predict the reactants needed to synthesize it. The reactants are: CC(C)=O.N[C@H](CNc1nnc(-c2ccc3c(c2)CC(=O)N3)s1)Cc1ccc(C(F)(F)F)cc1. (3) Given the product CCC(CC)(c1ccc(OC2CCCCC2O)c(C)c1)c1ccc2oc(C(=O)O)cc2c1, predict the reactants needed to synthesize it. The reactants are: CCC(CC)(c1ccc(OC2CCCCC2=O)c(C)c1)c1ccc2oc(C(=O)O)cc2c1. (4) Given the product COC(=O)c1ccccc1C=C1CCN(C(=O)OC(C)(C)C)CC1, predict the reactants needed to synthesize it. The reactants are: CC(C)(C)OC(=O)N1CCC(=O)CC1.CCOP(=O)(Cc1ccccc1C(=O)OC)OCC. (5) Given the product CC1(C)OCC2OC2CO1, predict the reactants needed to synthesize it. The reactants are: CC1(C)OCC=CCO1.O=C(OO)c1cccc(Cl)c1. (6) Given the product CCC=CCCC(O)C#CC(C)O, predict the reactants needed to synthesize it. The reactants are: C#CC(C)O.CCC=CCCC=O.